Dataset: Catalyst prediction with 721,799 reactions and 888 catalyst types from USPTO. Task: Predict which catalyst facilitates the given reaction. (1) Reactant: CO[C:3]([C:5]1[CH2:6][N:7]([C:12]([O:14][C:15]([CH3:18])([CH3:17])[CH3:16])=[O:13])[CH2:8][CH2:9][C:10]=1[OH:11])=[O:4].[CH:19]1([NH:22][CH2:23][C:24]2[CH:29]=[CH:28][CH:27]=[C:26]([CH3:30])[C:25]=2[CH3:31])[CH2:21][CH2:20]1.O.C1(C)C=CC(S(O)(=O)=O)=CC=1.CCOC(C)=O. Product: [C:15]([O:14][C:12]([N:7]1[CH2:8][CH2:9][C:10](=[O:11])[CH:5]([C:3](=[O:4])[N:22]([CH:19]2[CH2:21][CH2:20]2)[CH2:23][C:24]2[CH:29]=[CH:28][CH:27]=[C:26]([CH3:30])[C:25]=2[CH3:31])[CH2:6]1)=[O:13])([CH3:16])([CH3:17])[CH3:18]. The catalyst class is: 11. (2) Reactant: Cl.Cl.C([C:6]1[CH:7]=[C:8](/[CH:12]=[CH:13]/[CH2:14][N:15]([C:20]2[CH:25]=[CH:24][C:23]([O:26][CH:27]3[CH2:32][CH2:31][N:30]([C:33]4[CH2:37][CH2:36][CH2:35][N:34]=4)[CH2:29][CH2:28]3)=[C:22]([C:38](=[O:40])[NH2:39])[CH:21]=2)[S:16]([CH3:19])(=[O:18])=[O:17])[CH:9]=[CH:10][CH:11]=1)(=N)N.[C:41]([O:47]C1C=CC([N+]([O-])=O)=CC=1)(=O)[C:42]([CH3:45])([CH3:44])[CH3:43].C([N:59]([CH2:62]C)CC)C.C(#[N:66])C. Product: [C:38]([C:22]1[CH:21]=[C:20]([N:15]([CH2:14]/[CH:13]=[CH:12]/[C:8]2[CH:7]([CH2:62][NH:59][C:41](=[O:47])[C:42]([CH3:43])([CH3:44])[CH3:45])[C:6](=[NH:66])[CH:11]=[CH:10][CH:9]=2)[S:16]([CH3:19])(=[O:17])=[O:18])[CH:25]=[CH:24][C:23]=1[O:26][CH:27]1[CH2:28][CH2:29][N:30]([C:33]2[CH2:37][CH2:36][CH2:35][N:34]=2)[CH2:31][CH2:32]1)(=[O:40])[NH2:39]. The catalyst class is: 4. (3) Reactant: [Cl:1][C:2]1[CH:3]=[C:4]([N:9]2[C:13](=[O:14])[C@@:12]3([C@H:18]([C:19]4[CH:26]=[CH:25][C:22]([C:23]#[N:24])=[CH:21][CH:20]=4)[CH2:17][NH:16][CH2:15]3)[N:11]([CH3:27])[C:10]2=[O:28])[CH:5]=[C:6]([Cl:8])[CH:7]=1.Cl[CH2:30][C:31](Cl)=[O:32].CCN(C(C)C)C(C)C.[CH2:43]([NH2:50])[C:44]1[CH:49]=[CH:48][CH:47]=[CH:46][CH:45]=1. Product: [CH2:43]([NH:50][CH2:30][C:31]([N:16]1[CH2:17][C@@H:18]([C:19]2[CH:20]=[CH:21][C:22]([C:23]#[N:24])=[CH:25][CH:26]=2)[C@:12]2([N:11]([CH3:27])[C:10](=[O:28])[N:9]([C:4]3[CH:5]=[C:6]([Cl:8])[CH:7]=[C:2]([Cl:1])[CH:3]=3)[C:13]2=[O:14])[CH2:15]1)=[O:32])[C:44]1[CH:49]=[CH:48][CH:47]=[CH:46][CH:45]=1. The catalyst class is: 230. (4) Reactant: C1C2[CH:12]([CH2:14][CH2:15][C:16]([N:18]([C@@H:20]([CH2:24][O:25][C:26]([CH3:29])([CH3:28])[CH3:27])[C:21]([OH:23])=[O:22])[CH3:19])=[O:17])[C:11]3C(=CC=CC=3)C=2C=CC=1.C(N(C(C)C)CC)(C)C.C1C=CC(C(Cl)(C2C(Cl)=CC=CC=2)C2C=CC=CC=2)=CC=1.C(O)(=O)CCC=C.N1C2C(=NC=CC=2)N(O)N=1.C(=NC(C)C)=NC(C)C. Product: [C:26]([O:25][CH2:24][C@H:20]([N:18]([CH3:19])[C:16](=[O:17])[CH2:15][CH2:14][CH:12]=[CH2:11])[C:21]([OH:23])=[O:22])([CH3:29])([CH3:28])[CH3:27]. The catalyst class is: 120. (5) Reactant: [F:1][C:2]1[CH:3]=[CH:4][C:5]([O:31]C)=[C:6]([C:8]([CH3:30])([CH3:29])[CH2:9][C:10]([OH:28])([C:24]([F:27])([F:26])[F:25])[CH:11]=[N:12][C:13]2[CH:21]=[C:20]([F:22])[CH:19]=[C:18]3[C:14]=2[CH2:15][NH:16][C:17]3=[O:23])[CH:7]=1.B(Br)(Br)Br.CO.ClCCl. Product: [F:1][C:2]1[CH:3]=[CH:4][C:5]([OH:31])=[C:6]2[C:7]=1[CH:11]([NH:12][C:13]1[CH:21]=[C:20]([F:22])[CH:19]=[C:18]3[C:14]=1[CH2:15][NH:16][C:17]3=[O:23])[C:10]([OH:28])([C:24]([F:27])([F:26])[F:25])[CH2:9][C:8]2([CH3:30])[CH3:29]. The catalyst class is: 4. (6) Reactant: [OH-].[Li+].[Br:3][C:4]1[CH:33]=[CH:32][C:7]([CH2:8][C@@H:9]([C:28]([O:30]C)=[O:29])[NH:10][C:11]([C@H:13]2[CH2:18][CH2:17][C@H:16]([CH2:19][NH:20][C:21]([O:23][C:24]([CH3:27])([CH3:26])[CH3:25])=[O:22])[CH2:15][CH2:14]2)=[O:12])=[CH:6][CH:5]=1.Cl.C(OCC)(=O)C. Product: [Br:3][C:4]1[CH:5]=[CH:6][C:7]([CH2:8][C@@H:9]([C:28]([OH:30])=[O:29])[NH:10][C:11]([C@H:13]2[CH2:14][CH2:15][C@H:16]([CH2:19][NH:20][C:21]([O:23][C:24]([CH3:27])([CH3:25])[CH3:26])=[O:22])[CH2:17][CH2:18]2)=[O:12])=[CH:32][CH:33]=1. The catalyst class is: 132. (7) Reactant: C1(C=CC=C(O)C=1)O.[OH-].[Na+].S([O:16][CH3:17])(OC)(=O)=O.C[C:19]1[CH:20]=[C:21]([O:25][CH3:26])[CH:22]=[CH:23][CH:24]=1. Product: [CH3:26][O:25][C:21]1[CH:22]=[CH:23][CH:24]=[C:19]([O:16][CH3:17])[CH:20]=1. The catalyst class is: 568. (8) Reactant: O[C:2]1[C:11]2[C:6](=[CH:7][CH:8]=[C:9]([C:12]([F:15])([F:14])[F:13])[CH:10]=2)[N:5]=[C:4]([C:16]#[N:17])[CH:3]=1.C1CN([P+](Br)(N2CCCC2)N2CCCC2)CC1.F[P-](F)(F)(F)(F)F.[NH2:42][CH2:43][C:44]([NH:46][CH:47]1[CH2:50][N:49]([C:51]([O:53][C:54]([CH3:57])([CH3:56])[CH3:55])=[O:52])[CH2:48]1)=[O:45]. Product: [C:16]([C:4]1[CH:3]=[C:2]([NH:42][CH2:43][C:44]([NH:46][CH:47]2[CH2:50][N:49]([C:51]([O:53][C:54]([CH3:57])([CH3:56])[CH3:55])=[O:52])[CH2:48]2)=[O:45])[C:11]2[C:6](=[CH:7][CH:8]=[C:9]([C:12]([F:15])([F:14])[F:13])[CH:10]=2)[N:5]=1)#[N:17]. The catalyst class is: 12. (9) Reactant: [OH:1][CH2:2][CH:3]1[C:15]2[CH:14]=[C:13]([NH2:16])[CH:12]=[CH:11][C:10]=2[C:9]2[C:4]1=[CH:5][CH:6]=[CH:7][CH:8]=2.C([O-])(O)=O.[Na+].[C:22]1(=[O:44])[N:26]([CH2:27][CH2:28][C:29](O[C:29](=[O:30])[CH2:28][CH2:27][N:26]2[C:22](=[O:44])[CH:23]=[CH:24][C:25]2=[O:43])=[O:30])[C:25](=[O:43])[CH:24]=[CH:23]1.CN(C=O)C. Product: [OH:1][CH2:2][CH:3]1[C:15]2[CH:14]=[C:13]([NH:16][C:29](=[O:30])[CH2:28][CH2:27][N:26]3[C:22](=[O:44])[CH:23]=[CH:24][C:25]3=[O:43])[CH:12]=[CH:11][C:10]=2[C:9]2[C:4]1=[CH:5][CH:6]=[CH:7][CH:8]=2. The catalyst class is: 6. (10) Reactant: [CH3:1][N:2]1[C:6](=[O:7])[CH2:5][NH:4][C:3]1=[O:8].[CH3:9][C:10]1[CH:17]=[CH:16][C:13]([CH:14]=O)=[CH:12][CH:11]=1.N1CCCCC1.C(O)(=O)C. Product: [CH3:9][C:10]1[CH:17]=[CH:16][C:13]([CH:14]=[C:5]2[NH:4][C:3](=[O:8])[N:2]([CH3:1])[C:6]2=[O:7])=[CH:12][CH:11]=1. The catalyst class is: 51.